Task: Predict the product of the given reaction.. Dataset: Forward reaction prediction with 1.9M reactions from USPTO patents (1976-2016) (1) Given the reactants Cl[C:2]1[C:11]2[C:6](=[C:7]([Cl:15])[CH:8]=[C:9]([N+:12]([O-:14])=[O:13])[CH:10]=2)[N:5]=[CH:4][C:3]=1[C:16]#[N:17].[Cl:18][C:19]1[CH:20]=[C:21]([NH2:26])[CH:22]=[CH:23][C:24]=1[F:25], predict the reaction product. The product is: [Cl:15][C:7]1[CH:8]=[C:9]([N+:12]([O-:14])=[O:13])[CH:10]=[C:11]2[C:6]=1[N:5]=[CH:4][C:3]([C:16]#[N:17])=[C:2]2[NH:26][C:21]1[CH:22]=[CH:23][C:24]([F:25])=[C:19]([Cl:18])[CH:20]=1. (2) Given the reactants [OH:1][C:2]1([CH2:15][CH2:16][CH:17]([CH3:19])[CH3:18])[C:11]2[C:6](=[CH:7][CH:8]=[CH:9][CH:10]=2)[C:5]([O:12][CH3:13])=[CH:4][C:3]1=[O:14].[H-].[Na+].[CH3:22]I, predict the reaction product. The product is: [CH3:22][O:1][C:2]1([CH2:15][CH2:16][CH:17]([CH3:19])[CH3:18])[C:11]2[C:6](=[CH:7][CH:8]=[CH:9][CH:10]=2)[C:5]([O:12][CH3:13])=[CH:4][C:3]1=[O:14]. (3) Given the reactants [Li+].[Cl-].[Br:3][C:4]1[CH:5]=[N:6][C:7]([F:18])=[C:8]([C:16]=1[F:17])[C:9]([O:11][C:12]([CH3:15])([CH3:14])[CH3:13])=[O:10].[Br:19]C(Br)(F)C(F)(F)F, predict the reaction product. The product is: [Br:3][C:4]1[C:5]([Br:19])=[N:6][C:7]([F:18])=[C:8]([C:16]=1[F:17])[C:9]([O:11][C:12]([CH3:14])([CH3:15])[CH3:13])=[O:10]. (4) Given the reactants [NH:1]1[CH2:6][CH2:5][CH:4]([CH2:7][CH2:8][NH:9][C:10](=[O:16])[O:11][C:12]([CH3:15])([CH3:14])[CH3:13])[CH2:3][CH2:2]1.[Cl:17][C:18]1[CH:23]=[CH:22][C:21](/[CH:24]=[CH:25]/[C:26](O)=[O:27])=[C:20]([CH2:29][N:30]2[N:34]=[N:33][C:32]([CH3:35])=[N:31]2)[CH:19]=1.CCN(C(C)C)C(C)C.C(P1(=O)OP(CCC)(=O)OP(CCC)(=O)O1)CC.CCOC(C)=O, predict the reaction product. The product is: [Cl:17][C:18]1[CH:23]=[CH:22][C:21](/[CH:24]=[CH:25]/[C:26]([N:1]2[CH2:6][CH2:5][CH:4]([CH2:7][CH2:8][NH:9][C:10](=[O:16])[O:11][C:12]([CH3:13])([CH3:15])[CH3:14])[CH2:3][CH2:2]2)=[O:27])=[C:20]([CH2:29][N:30]2[N:34]=[N:33][C:32]([CH3:35])=[N:31]2)[CH:19]=1.